This data is from Catalyst prediction with 721,799 reactions and 888 catalyst types from USPTO. The task is: Predict which catalyst facilitates the given reaction. Reactant: [O:1]1[C:6]2[CH:7]=[CH:8][C:9](/[CH:11]=[CH:12]/[CH:13]=[CH:14]/[C:15]([O:17][CH2:18][CH3:19])=[O:16])=[CH:10][C:5]=2[O:4][CH2:3][CH2:2]1. Product: [O:1]1[C:6]2[CH:7]=[CH:8][C:9]([CH2:11][CH2:12][CH2:13][CH2:14][C:15]([O:17][CH2:18][CH3:19])=[O:16])=[CH:10][C:5]=2[O:4][CH2:3][CH2:2]1. The catalyst class is: 29.